Predict which catalyst facilitates the given reaction. From a dataset of Catalyst prediction with 721,799 reactions and 888 catalyst types from USPTO. (1) Reactant: [CH2:1]([N:8]1[CH2:12][CH2:11][C@@H:10]([NH2:13])[CH2:9]1)[C:2]1[CH:7]=[CH:6][CH:5]=[CH:4][CH:3]=1.[CH:14](=O)[C:15]1[CH:20]=[CH:19][CH:18]=[CH:17][CH:16]=1.C(O[BH-](OC(=O)C)OC(=O)C)(=O)C.[Na+].C(O)(=O)C. Product: [CH2:14]([NH:13][C@@H:10]1[CH2:11][CH2:12][N:8]([CH2:1][C:2]2[CH:3]=[CH:4][CH:5]=[CH:6][CH:7]=2)[CH2:9]1)[C:15]1[CH:20]=[CH:19][CH:18]=[CH:17][CH:16]=1. The catalyst class is: 2. (2) Reactant: C(OC([N:8]1[CH2:12][C@@H:11]([CH2:13][N:14]([CH:31]([CH3:33])[CH3:32])[C:15](=[O:30])[C:16]2[CH:21]=[CH:20][C:19]([O:22][CH3:23])=[C:18]([O:24][CH2:25][CH2:26][CH2:27][O:28][CH3:29])[CH:17]=2)[C@H:10]([CH:34]=O)[CH2:9]1)=O)(C)(C)C.[NH:36]1[CH2:41][CH2:40][CH2:39][CH2:38][CH2:37]1.CC#N.O.CC#N. Product: [CH:31]([N:14]([CH2:13][C@H:11]1[C@H:10]([CH2:34][N:36]2[CH2:41][CH2:40][CH2:39][CH2:38][CH2:37]2)[CH2:9][NH:8][CH2:12]1)[C:15](=[O:30])[C:16]1[CH:21]=[CH:20][C:19]([O:22][CH3:23])=[C:18]([O:24][CH2:25][CH2:26][CH2:27][O:28][CH3:29])[CH:17]=1)([CH3:33])[CH3:32]. The catalyst class is: 6. (3) Reactant: [C:1]([C:3]1[CH:4]=[CH:5][C:6]([C:9]([OH:11])=O)=[N:7][CH:8]=1)#[N:2].C(N(C(C)C)CC)(C)C.C1CN([P+](ON2N=NC3C=CC=CC2=3)(N2CCCC2)N2CCCC2)CC1.F[P-](F)(F)(F)(F)F.C(OC([N:61]([C:69]1[S:78][CH2:77][C@H:76]2[C@@:71]([C:79]3[S:80][CH:81]=[C:82]([NH2:84])[CH:83]=3)([CH2:72][O:73][CH2:74][CH2:75]2)[N:70]=1)C(OC(C)(C)C)=O)=O)(C)(C)C.C(=O)(O)[O-].[Na+]. Product: [NH2:61][C:69]1[S:78][CH2:77][C@H:76]2[C@@:71]([C:79]3[S:80][CH:81]=[C:82]([NH:84][C:9]([C:6]4[CH:5]=[CH:4][C:3]([C:1]#[N:2])=[CH:8][N:7]=4)=[O:11])[CH:83]=3)([CH2:72][O:73][CH2:74][CH2:75]2)[N:70]=1. The catalyst class is: 96. (4) Reactant: [C:1](=[O:6])([O:4]C)[O:2][CH3:3].C[O-].[Na+].[CH2:10]([CH:16]([OH:26])[CH2:17][CH2:18][CH2:19][CH2:20][CH2:21][CH2:22][CH2:23][CH2:24][CH3:25])[CH2:11][CH2:12][CH2:13][CH2:14][CH3:15]. Product: [CH2:10]([CH:16]([OH:26])[CH2:17][CH2:18][CH2:19][CH2:20][CH2:21][CH2:22][CH2:23][CH2:24][CH3:25])[CH2:11][CH2:12][CH2:13][CH2:14][CH3:15].[C:1](=[O:4])([O:2][CH3:3])[O:26][CH:16]([CH2:10][CH2:11][CH2:12][CH2:13][CH2:14][CH3:15])[CH2:17][CH2:18][CH2:19][CH2:20][CH2:21][CH2:22][CH2:23][CH2:24][CH3:25].[C:1](=[O:6])([O-:2])[O:26][C:16]([CH2:17][CH2:16][CH2:10][CH2:11][CH2:12][CH3:13])([CH2:10][CH2:11][CH2:12][CH2:13][CH2:14][CH3:15])[CH2:17][CH2:18][CH2:19][CH2:20][CH2:21][CH2:22][CH2:23][CH2:24][CH3:25]. The catalyst class is: 5. (5) Reactant: [CH3:1][O:2][C:3]1[CH:8]=[C:7]([C:9]#[N:10])[CH:6]=[CH:5][C:4]=1[OH:11].C([O-])([O-])=O.[K+].[K+].[CH2:18](Br)[CH2:19][CH2:20][CH3:21]. Product: [CH3:1][O:2][C:3]1[CH:8]=[C:7]([CH:6]=[CH:5][C:4]=1[O:11][CH2:18][CH2:19][CH2:20][CH3:21])[C:9]#[N:10]. The catalyst class is: 3. (6) Reactant: [F:1][C:2]([F:10])([F:9])[C:3]1(C(O)=O)[CH2:5][CH2:4]1.CC[N:13]([CH:17](C)C)C(C)C.C1(P(N=[N+]=[N-])(C2C=CC=CC=2)=[O:27])C=CC=CC=1.[F:37][C:38]([F:56])([F:55])[C:39]1[CH:44]=[CH:43][C:42]([C@@H:45]2[C:54]3[C:49](=[CH:50][CH:51]=[CH:52][CH:53]=3)[CH2:48][CH2:47][NH:46]2)=[CH:41][CH:40]=1. Product: [F:10][C:2]([F:1])([F:9])[C:3]1([NH:13][C:17]([N:46]2[CH2:47][CH2:48][C:49]3[C:54](=[CH:53][CH:52]=[CH:51][CH:50]=3)[C@H:45]2[C:42]2[CH:41]=[CH:40][C:39]([C:38]([F:37])([F:55])[F:56])=[CH:44][CH:43]=2)=[O:27])[CH2:4][CH2:5]1. The catalyst class is: 12.